From a dataset of Reaction yield outcomes from USPTO patents with 853,638 reactions. Predict the reaction yield, written as a fraction of the theoretical maximum amount of product (1.0 means a 100% yield; for example, 0.34 means a 34% yield). The reactants are [CH3:1][C:2]([O:14][Si](C)(C)C)([CH3:13])[C:3]#[C:4][C:5]([C:7]1[CH:12]=[CH:11][N:10]=[CH:9][CH:8]=1)=[O:6].CC1C=CC(S(O)(=O)=O)=CC=1. The catalyst is C(Cl)Cl. The product is [OH:14][C:2]([CH3:13])([CH3:1])[C:3]#[C:4][C:5]([C:7]1[CH:8]=[CH:9][N:10]=[CH:11][CH:12]=1)=[O:6]. The yield is 0.960.